From a dataset of Reaction yield outcomes from USPTO patents with 853,638 reactions. Predict the reaction yield, written as a fraction of the theoretical maximum amount of product (1.0 means a 100% yield; for example, 0.34 means a 34% yield). (1) The reactants are [C:1]([C:3]1[CH:7]=[CH:6][S:5][C:4]=1[NH:8][C:9](=[O:12])[O:10][CH3:11])#[N:2].[Br:13]Br. The catalyst is C(O)(=O)C. The product is [Br:13][C:6]1[S:5][C:4]([NH:8][C:9](=[O:12])[O:10][CH3:11])=[C:3]([C:1]#[N:2])[CH:7]=1. The yield is 0.890. (2) The reactants are [CH2:1]([N:8]1[CH2:12][CH:11]([C:13]2[CH:18]=[CH:17][C:16]([Cl:19])=[CH:15][CH:14]=2)[CH:10]([NH2:20])[CH2:9]1)[C:2]1[CH:7]=[CH:6][CH:5]=[CH:4][CH:3]=1.CC(C)=O.C(O)(=O)C.C(O[BH-](OC(=O)C)OC(=O)C)(=O)C.[Na+].C([O-])([O-])=O.[Na+].[Na+].CCN([CH:55]([CH3:57])[CH3:56])C(C)C.Cl[C:59]([O:61][C:62]1[CH:67]=[CH:66][C:65]([F:68])=[CH:64][CH:63]=1)=[O:60]. The catalyst is C1COCC1.CN(C1C=CN=CC=1)C.C(Cl)Cl.O. The product is [F:68][C:65]1[CH:66]=[CH:67][C:62]([O:61][C:59](=[O:60])[N:20]([C@H:10]2[C@H:11]([C:13]3[CH:14]=[CH:15][C:16]([Cl:19])=[CH:17][CH:18]=3)[CH2:12][N:8]([CH2:1][C:2]3[CH:3]=[CH:4][CH:5]=[CH:6][CH:7]=3)[CH2:9]2)[CH:55]([CH3:56])[CH3:57])=[CH:63][CH:64]=1. The yield is 0.610. (3) The reactants are Cl[C:2]1[C:11]2[C:6](=[CH:7][CH:8]=[CH:9][CH:10]=2)[C:5]([C:12]2[CH:17]=[CH:16][CH:15]=[CH:14][CH:13]=2)=[N:4][N:3]=1.[NH2:18][C:19]1[CH:33]=[CH:32][C:22]2[N:23]([C:26]3[CH:31]=[CH:30][CH:29]=[CH:28][CH:27]=3)[CH:24]=[N:25][C:21]=2[CH:20]=1. The catalyst is CC(O)C. The product is [C:26]1([N:23]2[C:22]3[CH:32]=[CH:33][C:19]([NH:18][C:2]4[C:11]5[C:6](=[CH:7][CH:8]=[CH:9][CH:10]=5)[C:5]([C:12]5[CH:17]=[CH:16][CH:15]=[CH:14][CH:13]=5)=[N:4][N:3]=4)=[CH:20][C:21]=3[N:25]=[CH:24]2)[CH:31]=[CH:30][CH:29]=[CH:28][CH:27]=1. The yield is 0.990. (4) The reactants are [CH3:1][N:2]1[CH2:7][CH2:6][N:5]([C:8]2[CH:15]=[CH:14][C:11]([CH:12]=[O:13])=[CH:10][CH:9]=2)[CH2:4][CH2:3]1.[Br-].[Cl-].[NH4+].[CH2:19]1COC[CH2:20]1. No catalyst specified. The product is [CH3:1][N:2]1[CH2:7][CH2:6][N:5]([C:8]2[CH:15]=[CH:14][C:11]([CH:12]([OH:13])[C:19]#[CH:20])=[CH:10][CH:9]=2)[CH2:4][CH2:3]1. The yield is 0.842. (5) The reactants are NC1(C2C=CC(C3C(=O)C4C(OC=3C3C=CC=CC=3)=C(C3C=NN(CC(C)C)C=3)N=CC=4)=CC=2)CCC1.Cl[C:39]1[N:40]=[CH:41][CH:42]=[C:43]2[C:48](=[O:49])[C:47]([C:50]3[CH:55]=[CH:54][C:53]([C:56]4([NH:60][C:61](=[O:67])[O:62][C:63]([CH3:66])([CH3:65])[CH3:64])[CH2:59][CH2:58][CH2:57]4)=[CH:52][CH:51]=3)=[C:46]([C:68]3[CH:73]=[CH:72][CH:71]=[CH:70][CH:69]=3)[O:45][C:44]=12.[CH3:74][S:75]([C:78]1[CH:83]=[CH:82][CH:81]=[CH:80][C:79]=1B(O)O)(=[O:77])=[O:76]. No catalyst specified. The product is [CH3:74][S:75]([C:78]1[CH:83]=[CH:82][CH:81]=[CH:80][C:79]=1[C:39]1[N:40]=[CH:41][CH:42]=[C:43]2[C:48](=[O:49])[C:47]([C:50]3[CH:51]=[CH:52][C:53]([C:56]4([NH:60][C:61](=[O:67])[O:62][C:63]([CH3:66])([CH3:64])[CH3:65])[CH2:57][CH2:58][CH2:59]4)=[CH:54][CH:55]=3)=[C:46]([C:68]3[CH:73]=[CH:72][CH:71]=[CH:70][CH:69]=3)[O:45][C:44]=12)(=[O:77])=[O:76]. The yield is 0.620. (6) The reactants are [N+:1]([C:4]1[CH:5]=[C:6]([CH:10]=[CH:11][C:12]=1[O:13][CH3:14])[C:7]([OH:9])=O)([O-:3])=[O:2].[C:15]([C:19]1[CH:34]=[CH:33][C:22]([C:23]([NH:25][C:26]2[C:27]([NH2:32])=[CH:28][CH:29]=[CH:30][CH:31]=2)=[O:24])=[CH:21][CH:20]=1)([CH3:18])([CH3:17])[CH3:16]. No catalyst specified. The product is [N+:1]([C:4]1[CH:5]=[C:6]([CH:10]=[CH:11][C:12]=1[O:13][CH3:14])[C:7]([NH:32][C:27]1[C:26]([NH:25][C:23](=[O:24])[C:22]2[CH:33]=[CH:34][C:19]([C:15]([CH3:17])([CH3:16])[CH3:18])=[CH:20][CH:21]=2)=[CH:31][CH:30]=[CH:29][CH:28]=1)=[O:9])([O-:3])=[O:2]. The yield is 0.840. (7) The reactants are [Br:1][C:2]1[CH:7]=[CH:6][C:5]([CH:8](C(OC)=O)[C:9]([O:11]C)=[O:10])=[C:4]([N+:17]([O-:19])=[O:18])[CH:3]=1. The catalyst is Cl. The product is [Br:1][C:2]1[CH:7]=[CH:6][C:5]([CH2:8][C:9]([OH:11])=[O:10])=[C:4]([N+:17]([O-:19])=[O:18])[CH:3]=1. The yield is 0.890. (8) The reactants are F[C:2]1[CH:3]=[C:4]([CH:7]=[CH:8][C:9]=1[N+:10]([O-:12])=[O:11])[C:5]#[N:6].[C:13]1([C@@H:19]2[C@@H:23]([C:24]3[CH:29]=[CH:28][CH:27]=[CH:26][CH:25]=3)[O:22][C:21]3([CH2:34][CH2:33][CH2:32][C@H:31]([CH2:35][NH2:36])[CH2:30]3)[O:20]2)[CH:18]=[CH:17][CH:16]=[CH:15][CH:14]=1.C(=O)([O-])[O-].[K+].[K+].C(Cl)Cl. The catalyst is C(#N)C.CO. The product is [C:13]1([C@@H:19]2[C@@H:23]([C:24]3[CH:25]=[CH:26][CH:27]=[CH:28][CH:29]=3)[O:22][C:21]3([CH2:34][CH2:33][CH2:32][C@H:31]([CH2:35][NH:36][C:2]4[CH:3]=[C:4]([CH:7]=[CH:8][C:9]=4[N+:10]([O-:12])=[O:11])[C:5]#[N:6])[CH2:30]3)[O:20]2)[CH:14]=[CH:15][CH:16]=[CH:17][CH:18]=1. The yield is 0.880. (9) The reactants are [Cl:1][C:2]1[CH:3]=[C:4]([N:9]2[C:13]3[C:14](=[O:25])[N:15]([C:18]4[CH:23]=[CH:22][C:21](I)=[CH:20][CH:19]=4)[CH2:16][CH2:17][C:12]=3[C:11]([C:26]([F:29])([F:28])[F:27])=[N:10]2)[CH:5]=[CH:6][C:7]=1[F:8].[C:30]1(=[O:36])[NH:35][CH2:34][CH2:33][CH2:32][CH2:31]1.NC1CCCCC1N.[O-]P([O-])([O-])=O.[K+].[K+].[K+]. The catalyst is [Cu]I.C(OC(=O)C)C.O1CCOCC1. The product is [Cl:1][C:2]1[CH:3]=[C:4]([N:9]2[C:13]3[C:14](=[O:25])[N:15]([C:18]4[CH:23]=[CH:22][C:21]([N:35]5[CH2:34][CH2:33][CH2:32][CH2:31][C:30]5=[O:36])=[CH:20][CH:19]=4)[CH2:16][CH2:17][C:12]=3[C:11]([C:26]([F:29])([F:28])[F:27])=[N:10]2)[CH:5]=[CH:6][C:7]=1[F:8]. The yield is 0.800.